From a dataset of NCI-60 drug combinations with 297,098 pairs across 59 cell lines. Regression. Given two drug SMILES strings and cell line genomic features, predict the synergy score measuring deviation from expected non-interaction effect. (1) Drug 1: C1CCC(C1)C(CC#N)N2C=C(C=N2)C3=C4C=CNC4=NC=N3. Drug 2: C(=O)(N)NO. Cell line: SN12C. Synergy scores: CSS=3.80, Synergy_ZIP=-2.40, Synergy_Bliss=-1.24, Synergy_Loewe=-2.99, Synergy_HSA=0.244. (2) Drug 1: C1=CC(=C2C(=C1NCCNCCO)C(=O)C3=C(C=CC(=C3C2=O)O)O)NCCNCCO. Drug 2: C1CN(CCN1C(=O)CCBr)C(=O)CCBr. Cell line: K-562. Synergy scores: CSS=47.0, Synergy_ZIP=-1.26, Synergy_Bliss=-1.41, Synergy_Loewe=-13.7, Synergy_HSA=1.65. (3) Drug 1: CCC1=CC2CC(C3=C(CN(C2)C1)C4=CC=CC=C4N3)(C5=C(C=C6C(=C5)C78CCN9C7C(C=CC9)(C(C(C8N6C)(C(=O)OC)O)OC(=O)C)CC)OC)C(=O)OC.C(C(C(=O)O)O)(C(=O)O)O. Drug 2: CCCS(=O)(=O)NC1=C(C(=C(C=C1)F)C(=O)C2=CNC3=C2C=C(C=N3)C4=CC=C(C=C4)Cl)F. Cell line: KM12. Synergy scores: CSS=51.0, Synergy_ZIP=3.69, Synergy_Bliss=5.00, Synergy_Loewe=-30.9, Synergy_HSA=2.69. (4) Drug 1: CC1=C(C=C(C=C1)NC2=NC=CC(=N2)N(C)C3=CC4=NN(C(=C4C=C3)C)C)S(=O)(=O)N.Cl. Drug 2: C1=CC(=C2C(=C1NCCNCCO)C(=O)C3=C(C=CC(=C3C2=O)O)O)NCCNCCO. Cell line: K-562. Synergy scores: CSS=73.0, Synergy_ZIP=16.9, Synergy_Bliss=12.5, Synergy_Loewe=-9.86, Synergy_HSA=16.3. (5) Drug 1: CS(=O)(=O)CCNCC1=CC=C(O1)C2=CC3=C(C=C2)N=CN=C3NC4=CC(=C(C=C4)OCC5=CC(=CC=C5)F)Cl. Drug 2: C(=O)(N)NO. Cell line: SK-MEL-5. Synergy scores: CSS=0.197, Synergy_ZIP=7.21, Synergy_Bliss=9.21, Synergy_Loewe=7.29, Synergy_HSA=1.03. (6) Drug 1: C1=CC(=C2C(=C1NCCNCCO)C(=O)C3=C(C=CC(=C3C2=O)O)O)NCCNCCO. Drug 2: CC(C)(C#N)C1=CC(=CC(=C1)CN2C=NC=N2)C(C)(C)C#N. Cell line: HCT-15. Synergy scores: CSS=55.6, Synergy_ZIP=-0.809, Synergy_Bliss=-1.36, Synergy_Loewe=-16.7, Synergy_HSA=-1.59. (7) Drug 1: CC1=C(C(CCC1)(C)C)C=CC(=CC=CC(=CC(=O)O)C)C. Drug 2: CC12CCC3C(C1CCC2OP(=O)(O)O)CCC4=C3C=CC(=C4)OC(=O)N(CCCl)CCCl.[Na+]. Cell line: SR. Synergy scores: CSS=19.8, Synergy_ZIP=-8.79, Synergy_Bliss=-6.34, Synergy_Loewe=-4.73, Synergy_HSA=-1.58. (8) Drug 1: C1=C(C(=O)NC(=O)N1)F. Drug 2: CC(C)(C#N)C1=CC(=CC(=C1)CN2C=NC=N2)C(C)(C)C#N. Cell line: HCC-2998. Synergy scores: CSS=36.1, Synergy_ZIP=-4.64, Synergy_Bliss=-10.6, Synergy_Loewe=-10.6, Synergy_HSA=-10.5. (9) Drug 1: CC1=C(C=C(C=C1)NC2=NC=CC(=N2)N(C)C3=CC4=NN(C(=C4C=C3)C)C)S(=O)(=O)N.Cl. Drug 2: C1=NC2=C(N1)C(=S)N=CN2. Cell line: A498. Synergy scores: CSS=1.49, Synergy_ZIP=-0.351, Synergy_Bliss=-1.57, Synergy_Loewe=-10.6, Synergy_HSA=-4.90.